Dataset: Merck oncology drug combination screen with 23,052 pairs across 39 cell lines. Task: Regression. Given two drug SMILES strings and cell line genomic features, predict the synergy score measuring deviation from expected non-interaction effect. (1) Drug 1: NC1CCCCC1N.O=C(O)C(=O)O.[Pt+2]. Drug 2: CNC(=O)c1cc(Oc2ccc(NC(=O)Nc3ccc(Cl)c(C(F)(F)F)c3)cc2)ccn1. Cell line: KPL1. Synergy scores: synergy=-0.389. (2) Drug 1: O=S1(=O)NC2(CN1CC(F)(F)F)C1CCC2Cc2cc(C=CCN3CCC(C(F)(F)F)CC3)ccc2C1. Cell line: UWB1289BRCA1. Synergy scores: synergy=3.11. Drug 2: O=c1[nH]cc(F)c(=O)[nH]1.